From a dataset of Catalyst prediction with 721,799 reactions and 888 catalyst types from USPTO. Predict which catalyst facilitates the given reaction. (1) Reactant: [Cl:1][C:2]1[CH:12]=[C:11]([NH:13][CH:14]2[CH2:18][CH2:17][CH2:16][C@@H:15]2O)[C:5]([C:6]([O:8][CH2:9][CH3:10])=[O:7])=[CH:4][N:3]=1.CCN(S(F)(F)[F:26])CC. Product: [Cl:1][C:2]1[CH:12]=[C:11]([NH:13][C@@H:14]2[CH2:18][CH2:17][CH2:16][CH:15]2[F:26])[C:5]([C:6]([O:8][CH2:9][CH3:10])=[O:7])=[CH:4][N:3]=1. The catalyst class is: 2. (2) Reactant: [C:1]1([C:7]#[C:8][C:9]2[CH:14]=[CH:13][CH:12]=[CH:11][CH:10]=2)[CH:6]=[CH:5][CH:4]=[CH:3][CH:2]=1.C(O)=O.[Al].C1(/C=C\C2C=CC=CC=2)C=CC=CC=1. Product: [C:1]1(/[CH:7]=[CH:8]/[C:9]2[CH:10]=[CH:11][CH:12]=[CH:13][CH:14]=2)[CH:6]=[CH:5][CH:4]=[CH:3][CH:2]=1. The catalyst class is: 12. (3) Reactant: [C:1]12([C:11]3[O:12][CH2:13][C@@H:14]([C:16]4[CH:21]=[CH:20][CH:19]=[CH:18][C:17]=4[P:22]([C:30]4[CH:35]=[CH:34][CH:33]=[CH:32][CH:31]=4)([C:24]4[CH:29]=[CH:28][CH:27]=[CH:26][CH:25]=4)=[S:23])[N:15]=3)[CH2:10]C3CC(CC(C3)[CH2:2]1)[CH2:8]2. Product: [C:1]([C:11]1[O:12][CH2:13][C@@H:14]([C:16]2[CH:21]=[CH:20][CH:19]=[CH:18][C:17]=2[P:22]([CH:24]2[CH2:29][CH2:28][CH2:27][CH2:26][CH2:25]2)([CH:30]2[CH2:31][CH2:32][CH2:33][CH2:34][CH2:35]2)=[S:23])[N:15]=1)([CH3:10])([CH3:2])[CH3:8]. The catalyst class is: 22. (4) Reactant: [CH2:1]([C:9]1[CH:15]=[CH:14][C:12]([NH2:13])=[CH:11][CH:10]=1)[CH2:2][CH2:3][CH2:4][CH2:5][CH2:6][CH2:7][CH3:8].[CH:16]([C:18]1([NH:26][C:27](=[O:33])[O:28][C:29]([CH3:32])([CH3:31])[CH3:30])[CH2:23][O:22][C:21]([CH3:25])([CH3:24])[O:20][CH2:19]1)=O.[BH-](OC(C)=O)(OC(C)=O)OC(C)=O.[Na+].ClCCCl. Product: [CH3:24][C:21]1([CH3:25])[O:20][CH2:19][C:18]([NH:26][C:27](=[O:33])[O:28][C:29]([CH3:32])([CH3:31])[CH3:30])([CH2:16][NH:13][C:12]2[CH:11]=[CH:10][C:9]([CH2:1][CH2:2][CH2:3][CH2:4][CH2:5][CH2:6][CH2:7][CH3:8])=[CH:15][CH:14]=2)[CH2:23][O:22]1. The catalyst class is: 27. (5) Reactant: [CH:1]1([CH2:6][C:7]2[CH:12]=[CH:11][C:10]([O:13]C)=[C:9]([O:15]C)[CH:8]=2)[CH2:5][CH2:4][CH2:3][CH2:2]1. The catalyst class is: 570. Product: [CH:1]1([CH2:6][C:7]2[CH:8]=[C:9]([OH:15])[C:10]([OH:13])=[CH:11][CH:12]=2)[CH2:2][CH2:3][CH2:4][CH2:5]1.